From a dataset of CYP2D6 inhibition data for predicting drug metabolism from PubChem BioAssay. Regression/Classification. Given a drug SMILES string, predict its absorption, distribution, metabolism, or excretion properties. Task type varies by dataset: regression for continuous measurements (e.g., permeability, clearance, half-life) or binary classification for categorical outcomes (e.g., BBB penetration, CYP inhibition). Dataset: cyp2d6_veith. (1) The molecule is CC1CCN(C(=O)CN(C)S(=O)(=O)c2cccc3nsnc23)CC1. The result is 0 (non-inhibitor). (2) The drug is COc1ccc(C(=O)N2CCC3(CCCN(C(=O)NC(C)C)C3)CC2)cc1. The result is 0 (non-inhibitor). (3) The compound is CN(C(=S)Nc1ccccc1F)C1(c2ccccc2Cl)CCCCC1=O. The result is 0 (non-inhibitor). (4) The compound is Cc1ccc(S(=O)(=O)O)cc1.NCOC(=O)Cc1ccc(Br)cc1. The result is 0 (non-inhibitor).